From a dataset of Peptide-MHC class II binding affinity with 134,281 pairs from IEDB. Regression. Given a peptide amino acid sequence and an MHC pseudo amino acid sequence, predict their binding affinity value. This is MHC class II binding data. (1) The peptide sequence is PQHMLMRVAVGIHQW. The MHC is DRB1_0405 with pseudo-sequence DRB1_0405. The binding affinity (normalized) is 0.319. (2) The peptide sequence is AFKVAATAANAAQAN. The MHC is HLA-DPA10103-DPB10301 with pseudo-sequence HLA-DPA10103-DPB10301. The binding affinity (normalized) is 0.665. (3) The peptide sequence is QEALEDFREFSRAKG. The MHC is DRB5_0101 with pseudo-sequence DRB5_0101. The binding affinity (normalized) is 0.469. (4) The peptide sequence is AYPSVLGQTIRNSRW. The MHC is HLA-DPA10103-DPB10401 with pseudo-sequence HLA-DPA10103-DPB10401. The binding affinity (normalized) is 0.174. (5) The peptide sequence is AAEQLWVTVYYGVPVWK. The MHC is DRB1_1101 with pseudo-sequence DRB1_1101. The binding affinity (normalized) is 0.193. (6) The MHC is DRB1_1501 with pseudo-sequence DRB1_1501. The peptide sequence is SVRFSWLSLLVPFVQWF. The binding affinity (normalized) is 0.573. (7) The peptide sequence is EKKYFAATQFAPLAA. The MHC is HLA-DPA10201-DPB10501 with pseudo-sequence HLA-DPA10201-DPB10501. The binding affinity (normalized) is 0.720. (8) The peptide sequence is KTRQEKWMTGRMGER. The MHC is H-2-IAd with pseudo-sequence H-2-IAd. The binding affinity (normalized) is 0.302. (9) The MHC is HLA-DQA10401-DQB10402 with pseudo-sequence HLA-DQA10401-DQB10402. The binding affinity (normalized) is 0.493. The peptide sequence is INEPNAAAIAYGLDR.